This data is from Forward reaction prediction with 1.9M reactions from USPTO patents (1976-2016). The task is: Predict the product of the given reaction. (1) Given the reactants [OH:1][CH2:2][C:3]1[CH:11]=[C:10]2[N:6]([CH2:7][CH2:8][CH2:9]2)[C:5](=[O:12])[CH:4]=1, predict the reaction product. The product is: [O:12]=[C:5]1[CH:4]=[C:3]([CH:2]=[O:1])[CH:11]=[C:10]2[N:6]1[CH2:7][CH2:8][CH2:9]2. (2) Given the reactants [CH2:1]([O:3][CH:4]([O:7][CH2:8][CH3:9])[C:5]#[CH:6])[CH3:2].[Li]CCCC.[CH:15](=[O:19])[CH:16]([CH3:18])[CH3:17], predict the reaction product. The product is: [CH2:1]([O:3][CH:4]([O:7][CH2:8][CH3:9])[C:5]#[C:6][CH:15]([OH:19])[CH:16]([CH3:18])[CH3:17])[CH3:2]. (3) Given the reactants Cl.Cl.[NH2:3][C:4]1[CH:9]=[CH:8][C:7]([CH2:10][CH2:11][C:12]2[CH:17]=[CH:16][C:15]([O:18][CH3:19])=[CH:14][CH:13]=2)=[C:6]([NH2:20])[CH:5]=1.C(=O)([O-])[O-].[Na+].[Na+], predict the reaction product. The product is: [NH2:3][C:4]1[CH:9]=[CH:8][C:7]([CH2:10][CH2:11][C:12]2[CH:17]=[CH:16][C:15]([O:18][CH3:19])=[CH:14][CH:13]=2)=[C:6]([NH2:20])[CH:5]=1. (4) Given the reactants [NH2:1][C:2]1[CH:34]=[CH:33][C:5]([O:6][C:7]2[CH:12]=[CH:11][N:10]=[C:9]3[N:13]([CH2:24][C:25]4[CH:30]=[CH:29][C:28]([O:31][CH3:32])=[CH:27][CH:26]=4)[N:14]=[C:15]([NH:16][CH:17]4[CH2:22][CH2:21][N:20]([CH3:23])[CH2:19][CH2:18]4)[C:8]=23)=[C:4]([F:35])[CH:3]=1.CCN(C(C)C)C(C)C.[C:45]1([C:54]2[CH:59]=[CH:58][CH:57]=[CH:56][CH:55]=2)[CH:50]=[CH:49][CH:48]=[C:47]([C:51](Cl)=[O:52])[CH:46]=1.C(=O)([O-])[O-].[Na+].[Na+], predict the reaction product. The product is: [F:35][C:4]1[CH:3]=[C:2]([NH:1][C:51]([C:47]2[CH:46]=[C:45]([C:54]3[CH:59]=[CH:58][CH:57]=[CH:56][CH:55]=3)[CH:50]=[CH:49][CH:48]=2)=[O:52])[CH:34]=[CH:33][C:5]=1[O:6][C:7]1[CH:12]=[CH:11][N:10]=[C:9]2[N:13]([CH2:24][C:25]3[CH:30]=[CH:29][C:28]([O:31][CH3:32])=[CH:27][CH:26]=3)[N:14]=[C:15]([NH:16][CH:17]3[CH2:22][CH2:21][N:20]([CH3:23])[CH2:19][CH2:18]3)[C:8]=12. (5) Given the reactants [CH2:1]([O:3][C:4]([C:6]1[C:7]([OH:23])=[C:8]2[C:14]([Br:15])=[C:13]([Br:16])[N:12]([C:17]3[CH:22]=[CH:21][CH:20]=[CH:19][CH:18]=3)[C:9]2=[CH:10][N:11]=1)=[O:5])[CH3:2].C1C(=O)N([Br:31])C(=O)C1.C(OOC(C1C=CC=CC=1)=O)(C1C=CC=CC=1)=O, predict the reaction product. The product is: [CH2:1]([O:3][C:4]([C:6]1[C:7]([OH:23])=[C:8]2[C:14]([Br:15])=[C:13]([Br:16])[N:12]([C:17]3[CH:18]=[CH:19][CH:20]=[CH:21][CH:22]=3)[C:9]2=[C:10]([Br:31])[N:11]=1)=[O:5])[CH3:2]. (6) Given the reactants FC(F)(F)S(O)(=O)=O.[Br:9][C:10]1[CH:11]=[C:12]([CH2:16][CH:17]([CH3:22])[CH2:18][C:19]([OH:21])=O)[CH:13]=[CH:14][CH:15]=1, predict the reaction product. The product is: [Br:9][C:10]1[CH:11]=[C:12]2[C:13](=[CH:14][CH:15]=1)[C:19](=[O:21])[CH2:18][CH:17]([CH3:22])[CH2:16]2. (7) The product is: [CH2:40]([N:47]1[C:51]([CH2:52][CH2:53][O:1][C:2]2[C:3]([CH2:13][CH2:14][C:15]3[CH:16]=[CH:17][CH:18]=[CH:19][CH:20]=3)=[C:4]3[C:9](=[CH:10][CH:11]=2)[C:8](=[O:12])[CH2:7][CH2:6][CH2:5]3)=[CH:50][N:49]=[CH:48]1)[C:41]1[CH:42]=[CH:43][CH:44]=[CH:45][CH:46]=1. Given the reactants [OH:1][C:2]1[C:3]([CH2:13][CH2:14][C:15]2[CH:20]=[CH:19][CH:18]=[CH:17][CH:16]=2)=[C:4]2[C:9](=[CH:10][CH:11]=1)[C:8](=[O:12])[CH2:7][CH2:6][CH2:5]2.C1(P(C2C=CC=CC=2)C2C=CC=CC=2)C=CC=CC=1.[CH2:40]([N:47]1[C:51]([CH2:52][CH2:53]O)=[CH:50][N:49]=[CH:48]1)[C:41]1[CH:46]=[CH:45][CH:44]=[CH:43][CH:42]=1.N(C(OCC)=O)=NC(OCC)=O, predict the reaction product.